Dataset: Catalyst prediction with 721,799 reactions and 888 catalyst types from USPTO. Task: Predict which catalyst facilitates the given reaction. (1) Reactant: [CH2:1]=[C:2]([C:10]([O:13]S(F)(=O)=O)([F:12])[F:11])[C:3]([C:6]([F:9])([F:8])[F:7])([F:5])[F:4].[F-:18].[K+].[F:20][C:21]([F:29])([F:28])[C:22]([C:24]([F:27])([F:26])[F:25])=O.COCCOCCOC. Product: [CH2:1]=[C:2]([C:10]([O:13][C:22]([C:24]([F:27])([F:26])[F:25])([C:21]([F:29])([F:28])[F:20])[F:18])([F:12])[F:11])[C:3]([C:6]([F:9])([F:8])[F:7])([F:5])[F:4]. The catalyst class is: 6. (2) Reactant: [C:1]([O:5][C:6]([N:8]([CH3:17])[C@@H:9]1[CH2:13][CH2:12][C@H:11]([C:14](O)=[O:15])[CH2:10]1)=[O:7])([CH3:4])([CH3:3])[CH3:2].[Cl-].[NH4+].Cl.C[N:22](C)CCCN=C=NCC.O.ON1C2C=CC=CC=2N=N1.CN1CCOCC1. Product: [C:1]([O:5][C:6](=[O:7])[N:8]([C@@H:9]1[CH2:13][CH2:12][C@H:11]([C:14](=[O:15])[NH2:22])[CH2:10]1)[CH3:17])([CH3:4])([CH3:3])[CH3:2]. The catalyst class is: 9. (3) Reactant: [Cl:1][C:2]1[CH:3]=[C:4]([CH3:16])[C:5]2[O:10][CH:9]([CH:11]([CH3:13])[CH3:12])[C:8](=[O:14])[NH:7][C:6]=2[CH:15]=1.C(=O)([O-])[O-].[K+].[K+].[C:23]([O:27][CH3:28])(=[O:26])[CH:24]=[CH2:25].Cl. Product: [CH3:28][O:27][C:23](=[O:26])[CH2:24][CH2:25][N:7]1[C:6]2[CH:15]=[C:2]([Cl:1])[CH:3]=[C:4]([CH3:16])[C:5]=2[O:10][CH:9]([CH:11]([CH3:13])[CH3:12])[C:8]1=[O:14]. The catalyst class is: 42. (4) Reactant: [C:1]([C:3]1[N:8]=[C:7]2[NH:9][CH:10]=[CH:11][C:6]2=[CH:5][CH:4]=1)#[CH:2].[C:12](O)(=[O:14])C.C1N2CN3CN(C2)CN1C3.C(=O)([O-])O.[Na+]. Product: [C:1]([C:3]1[N:8]=[C:7]2[NH:9][CH:10]=[C:11]([CH:12]=[O:14])[C:6]2=[CH:5][CH:4]=1)#[CH:2]. The catalyst class is: 6.